This data is from Catalyst prediction with 721,799 reactions and 888 catalyst types from USPTO. The task is: Predict which catalyst facilitates the given reaction. (1) Reactant: O[CH2:2][C:3]1[C:11]2[C:6](=[CH:7][CH:8]=[C:9]([I:12])[CH:10]=2)[NH:5][N:4]=1.[Br-:13].[C:14]1([PH+:20]([C:27]2[CH:32]=[CH:31][CH:30]=[CH:29][CH:28]=2)[C:21]2[CH:26]=[CH:25][CH:24]=[CH:23][CH:22]=2)[CH:19]=[CH:18][CH:17]=[CH:16][CH:15]=1. Product: [Br-:13].[I:12][C:9]1[CH:10]=[C:11]2[C:6](=[CH:7][CH:8]=1)[NH:5][N:4]=[C:3]2[CH2:2][P+:20]([C:21]1[CH:22]=[CH:23][CH:24]=[CH:25][CH:26]=1)([C:27]1[CH:32]=[CH:31][CH:30]=[CH:29][CH:28]=1)[C:14]1[CH:15]=[CH:16][CH:17]=[CH:18][CH:19]=1. The catalyst class is: 10. (2) Reactant: [N:1]1[CH:6]=[CH:5][CH:4]=[CH:3][C:2]=1[CH2:7][CH2:8][CH2:9]O.[Na].I.[OH-].[Na+]. Product: [N:1]12[CH2:9][CH2:8][CH2:7][CH:2]1[CH2:3][CH2:4][CH2:5][CH2:6]2. The catalyst class is: 97. (3) The catalyst class is: 10. Product: [F:7][C:8]1[CH:13]=[CH:12][C:11]([S:14][CH2:3][CH2:4][NH:5][CH3:6])=[CH:10][CH:9]=1. Reactant: Br.Br[CH2:3][CH2:4][NH:5][CH3:6].[F:7][C:8]1[CH:13]=[CH:12][C:11]([SH:14])=[CH:10][CH:9]=1.CC(C)([O-])C.[K+]. (4) Reactant: [NH2:1][C:2]1[C:7]([F:8])=[C:6]([C:9]2[CH:14]=[CH:13][C:12]([Cl:15])=[C:11]([O:16][CH3:17])[C:10]=2[F:18])[N:5]=[C:4]([C:19]([O:21][CH:22]([CH3:24])[CH3:23])=[O:20])[CH:3]=1.C([O-])(=O)C.[Na+].[I:30]Cl. Product: [NH2:1][C:2]1[C:7]([F:8])=[C:6]([C:9]2[CH:14]=[CH:13][C:12]([Cl:15])=[C:11]([O:16][CH3:17])[C:10]=2[F:18])[N:5]=[C:4]([C:19]([O:21][CH:22]([CH3:24])[CH3:23])=[O:20])[C:3]=1[I:30]. The catalyst class is: 86.